From a dataset of Catalyst prediction with 721,799 reactions and 888 catalyst types from USPTO. Predict which catalyst facilitates the given reaction. (1) Reactant: [C:1]([O:5][C:6]([N:8]1[CH2:13][CH2:12][CH:11]([C:14](=[O:25])[C:15]2[CH:20]=[CH:19][C:18]([C:21]([F:24])([F:23])[F:22])=[CH:17][CH:16]=2)[CH2:10][CH2:9]1)=[O:7])([CH3:4])([CH3:3])[CH3:2].[H-].[Na+].[CH3:28]I. Product: [C:1]([O:5][C:6]([N:8]1[CH2:9][CH2:10][C:11]([CH3:28])([C:14](=[O:25])[C:15]2[CH:20]=[CH:19][C:18]([C:21]([F:22])([F:23])[F:24])=[CH:17][CH:16]=2)[CH2:12][CH2:13]1)=[O:7])([CH3:4])([CH3:2])[CH3:3]. The catalyst class is: 3. (2) Product: [CH:7]12[CH:6]([C:4]([OH:5])=[O:3])[CH:11]1[CH2:10][CH2:9][CH2:8]2. Reactant: C([O:3][C:4]([CH:6]1[CH:11]2[CH:7]1[CH2:8][CH2:9][CH2:10]2)=[O:5])C.[OH-].[Na+]. The catalyst class is: 24. (3) Reactant: [C:1]([O:5][C:6]([N:8]([CH2:14][C:15]1[CH:24]=[CH:23][C:18]([C:19]([O:21][CH3:22])=[O:20])=[CH:17][C:16]=1[N+:25]([O-])=O)[CH2:9][C:10]([O:12][CH3:13])=[O:11])=[O:7])([CH3:4])([CH3:3])[CH3:2]. Product: [NH2:25][C:16]1[CH:17]=[C:18]([CH:23]=[CH:24][C:15]=1[CH2:14][N:8]([C:6]([O:5][C:1]([CH3:4])([CH3:3])[CH3:2])=[O:7])[CH2:9][C:10]([O:12][CH3:13])=[O:11])[C:19]([O:21][CH3:22])=[O:20]. The catalyst class is: 19. (4) Reactant: [CH3:1][O:2][C:3]1[CH:8]=[CH:7][C:6]([C:9]2[C:14]([C:15](OCC)=[O:16])=[CH:13][N:12]=[C:11]([S:20][CH3:21])[N:10]=2)=[CH:5][CH:4]=1.[H-].C([Al+]CC(C)C)C(C)C. Product: [CH3:1][O:2][C:3]1[CH:8]=[CH:7][C:6]([C:9]2[C:14]([CH2:15][OH:16])=[CH:13][N:12]=[C:11]([S:20][CH3:21])[N:10]=2)=[CH:5][CH:4]=1. The catalyst class is: 11.